Dataset: Reaction yield outcomes from USPTO patents with 853,638 reactions. Task: Predict the reaction yield, written as a fraction of the theoretical maximum amount of product (1.0 means a 100% yield; for example, 0.34 means a 34% yield). (1) The reactants are [NH:1]1[C:5]2[CH:6]=[C:7]([C:10]([O:12][CH3:13])=[O:11])[CH:8]=[CH:9][C:4]=2[N:3]=[CH:2]1.[H-].[Na+].CI.[CH3:18]N1C2C=C(C(OC)=O)C=CC=2N=C1. The catalyst is C1COCC1. The product is [CH3:18][N:3]1[C:4]2[CH:9]=[CH:8][C:7]([C:10]([O:12][CH3:13])=[O:11])=[CH:6][C:5]=2[N:1]=[CH:2]1. The yield is 0.780. (2) The reactants are [Na].[Cl:2][C:3]1[CH:8]=[CH:7][CH:6]=[CH:5][C:4]=1[N:9]1[C:13](=[O:14])/[C:12](=[C:15](/[NH:17][CH2:18][C:19]2[CH:24]=[CH:23][CH:22]=[CH:21][N:20]=2)\[CH3:16])/[C:11]([CH2:25][C:26]([O:28]C)=O)=[N:10]1.Cl. The catalyst is CC(O)C. The product is [Cl:2][C:3]1[CH:8]=[CH:7][CH:6]=[CH:5][C:4]=1[N:9]1[C:13](=[O:14])[C:12]2=[C:15]([CH3:16])[N:17]([CH2:18][C:19]3[CH:24]=[CH:23][CH:22]=[CH:21][N:20]=3)[C:26](=[O:28])[CH:25]=[C:11]2[NH:10]1. The yield is 0.820. (3) The reactants are [CH3:1][N:2]([CH2:21][C:22]1[O:23][C:24]2[CH:31]=[CH:30][CH:29]=[CH:28][C:25]=2[C:26]=1[CH3:27])[C:3](/[CH:5]=[CH:6]/[C:7]1[CH:20]=[N:19][C:10]2[NH:11][CH2:12][CH2:13][N:14](C(O)=O)[CH2:15][C:9]=2[CH:8]=1)=[O:4].C(O)(C(F)(F)F)=O. The catalyst is C(Cl)Cl. The product is [CH3:1][N:2]([CH2:21][C:22]1[O:23][C:24]2[CH:31]=[CH:30][CH:29]=[CH:28][C:25]=2[C:26]=1[CH3:27])[C:3](=[O:4])/[CH:5]=[CH:6]/[C:7]1[CH:20]=[N:19][C:10]2[NH:11][CH2:12][CH2:13][NH:14][CH2:15][C:9]=2[CH:8]=1. The yield is 0.700. (4) The reactants are Br[C:2]1[C:3]([N:20]2[CH2:25][CH2:24][CH2:23][C@@H:22]([NH:26][C:27](=[O:33])[O:28][C:29]([CH3:32])([CH3:31])[CH3:30])[CH2:21]2)=[C:4]2[C:10]([NH:11][C:12](=[O:19])[C:13]3[CH:18]=[CH:17][CH:16]=[N:15][CH:14]=3)=[CH:9][NH:8][C:5]2=[N:6][CH:7]=1.[Li]C.C([Li])CCC.[CH3:41][S:42]SC. The catalyst is C1COCC1. The product is [CH3:41][S:42][C:2]1[C:3]([N:20]2[CH2:25][CH2:24][CH2:23][C@@H:22]([NH:26][C:27](=[O:33])[O:28][C:29]([CH3:32])([CH3:31])[CH3:30])[CH2:21]2)=[C:4]2[C:10]([NH:11][C:12](=[O:19])[C:13]3[CH:18]=[CH:17][CH:16]=[N:15][CH:14]=3)=[CH:9][NH:8][C:5]2=[N:6][CH:7]=1. The yield is 0.500. (5) The reactants are [CH:1]([NH:4][C:5]1[O:6][C:7]([C:10]2[CH:11]=[C:12]3[C:16](=[CH:17][CH:18]=2)[N:15](S(C2C=CC(C)=CC=2)(=O)=O)[CH:14]=[C:13]3B2OC(C)(C)C(C)(C)O2)=[N:8][N:9]=1)([CH3:3])[CH3:2].Br[C:39]1[S:40][C:41]([C:44]([NH2:46])=[O:45])=[CH:42][N:43]=1.ClC1SC(C(N)=O)=CN=1. The catalyst is C1C=CC([P]([Pd]([P](C2C=CC=CC=2)(C2C=CC=CC=2)C2C=CC=CC=2)([P](C2C=CC=CC=2)(C2C=CC=CC=2)C2C=CC=CC=2)[P](C2C=CC=CC=2)(C2C=CC=CC=2)C2C=CC=CC=2)(C2C=CC=CC=2)C2C=CC=CC=2)=CC=1. The product is [CH3:3][CH:1]([NH:4][C:5]1[O:6][C:7]([C:10]2[CH:11]=[C:12]3[C:16](=[CH:17][CH:18]=2)[NH:15][CH:14]=[C:13]3[C:39]2[S:40][C:41]([C:44]([NH2:46])=[O:45])=[CH:42][N:43]=2)=[N:8][N:9]=1)[CH3:2]. The yield is 0.400.